Dataset: Forward reaction prediction with 1.9M reactions from USPTO patents (1976-2016). Task: Predict the product of the given reaction. (1) Given the reactants [CH3:1][C:2]1[C:11]2[C:6](=[CH:7][CH:8]=[CH:9][CH:10]=2)[C:5]([C:12]2[NH:17][C:16](=[O:18])[C:15]([CH:19]([NH:22][C:23]([CH:25]3[CH2:29][CH2:28][CH2:27][CH2:26]3)=O)[CH2:20][CH3:21])=[N:14][N:13]=2)=[CH:4][CH:3]=1.P(Cl)(Cl)(Cl)=O, predict the reaction product. The product is: [CH:25]1([C:23]2[N:14]3[C:15]([C:16](=[O:18])[NH:17][C:12]([C:5]4[C:6]5[C:11](=[CH:10][CH:9]=[CH:8][CH:7]=5)[C:2]([CH3:1])=[CH:3][CH:4]=4)=[N:13]3)=[C:19]([CH2:20][CH3:21])[N:22]=2)[CH2:29][CH2:28][CH2:27][CH2:26]1. (2) Given the reactants [CH2:1]([NH2:3])[CH3:2].[C:4]([O:8][CH2:9][CH3:10])(=[O:7])[CH:5]=[CH2:6], predict the reaction product. The product is: [CH2:1]([NH:3][CH2:6][CH2:5][C:4]([O:8][CH2:9][CH3:10])=[O:7])[CH3:2]. (3) Given the reactants [CH3:1][O:2][C:3](=[O:16])[C:4]1[CH:9]=[C:8](Cl)[N:7]=[C:6]([NH:11][C@H:12]([CH2:14][CH3:15])[CH3:13])[CH:5]=1.C1(P(C2C=CC=CC=2)C2C=CC3C(=CC=CC=3)C=2C2C3C(=CC=CC=3)C=CC=2P(C2C=CC=CC=2)C2C=CC=CC=2)C=CC=CC=1.C(=O)([O-])[O-].[Cs+].[Cs+].[CH3:69][S-:70].[Na+], predict the reaction product. The product is: [CH3:1][O:2][C:3](=[O:16])[C:4]1[CH:9]=[C:8]([S:70][CH3:69])[N:7]=[C:6]([NH:11][C@H:12]([CH2:14][CH3:15])[CH3:13])[CH:5]=1. (4) Given the reactants C[N+]([O-:5])(C)C.Br[CH2:7][C:8]1[CH:9]=[CH:10][C:11]2[O:15][C:14]([C:16]#[N:17])=[CH:13][C:12]=2[CH:18]=1, predict the reaction product. The product is: [CH:7]([C:8]1[CH:9]=[CH:10][C:11]2[O:15][C:14]([C:16]#[N:17])=[CH:13][C:12]=2[CH:18]=1)=[O:5]. (5) Given the reactants [I-].[CH2:2]([C:4]1([O:9][C:10](=[O:36])[CH2:11][O:12][C:13]([C:15]2[CH:16]=[CH:17][C:18]([O:34][CH3:35])=[C:19]([S+:21]3[C:25]4[CH:26]=[CH:27][CH:28]=[CH:29][C:24]=4[C:23]4[CH:30]=[CH:31][CH:32]=[CH:33][C:22]3=4)[CH:20]=2)=[O:14])[CH2:8][CH2:7][CH2:6][CH2:5]1)[CH3:3].[CH3:37][C@:38]12[CH2:54][CH2:53][C:52](=[O:55])[CH2:51][CH:50]1[CH2:49][C:48](=[O:56])[C@@H:47]1[C@@H:39]2[CH2:40][C:41](=[O:77])[C@@:42]2([CH3:76])[C@H:46]1[CH2:45][CH2:44][C@@H:43]2[C@H:57]([CH3:75])[CH2:58][CH2:59][C:60]([O:62][CH2:63][CH2:64][C:65]([F:74])([F:73])[C:66]([F:72])([F:71])[S:67]([O-:70])(=[O:69])=[O:68])=[O:61].[Na+].O, predict the reaction product. The product is: [CH3:37][C@:38]12[CH2:54][CH2:53][C:52](=[O:55])[CH2:51][CH:50]1[CH2:49][C:48](=[O:56])[C@@H:47]1[C@@H:39]2[CH2:40][C:41](=[O:77])[C@@:42]2([CH3:76])[C@H:46]1[CH2:45][CH2:44][C@@H:43]2[C@H:57]([CH3:75])[CH2:58][CH2:59][C:60]([O:62][CH2:63][CH2:64][C:65]([F:74])([F:73])[C:66]([F:71])([F:72])[S:67]([O-:70])(=[O:68])=[O:69])=[O:61].[CH2:2]([C:4]1([O:9][C:10](=[O:36])[CH2:11][O:12][C:13]([C:15]2[CH:16]=[CH:17][C:18]([O:34][CH3:35])=[C:19]([S+:21]3[C:22]4[CH:33]=[CH:32][CH:31]=[CH:30][C:23]=4[C:24]4[CH:29]=[CH:28][CH:27]=[CH:26][C:25]3=4)[CH:20]=2)=[O:14])[CH2:5][CH2:6][CH2:7][CH2:8]1)[CH3:3]. (6) Given the reactants [Cl:1][C:2]1[CH:3]=[C:4]([C:9]#[C:10][CH3:11])[C:5]([NH2:8])=[N:6][CH:7]=1.CC(C)([O-])C.[K+], predict the reaction product. The product is: [Cl:1][C:2]1[CH:3]=[C:4]2[CH:9]=[C:10]([CH3:11])[NH:8][C:5]2=[N:6][CH:7]=1.